From a dataset of Retrosynthesis with 50K atom-mapped reactions and 10 reaction types from USPTO. Predict the reactants needed to synthesize the given product. Given the product COC(=O)c1ccc(CCC(=O)NC2CCN(Cc3ccc(Cl)c(Cl)c3)CC2)cc1, predict the reactants needed to synthesize it. The reactants are: COC(=O)c1ccc(CCC(=O)O)cc1.NC1CCN(Cc2ccc(Cl)c(Cl)c2)CC1.